Dataset: Catalyst prediction with 721,799 reactions and 888 catalyst types from USPTO. Task: Predict which catalyst facilitates the given reaction. (1) Reactant: [CH2:1]([O:3][C:4](=[O:12])[C:5]1[CH:10]=[CH:9][C:8](Cl)=[N:7][CH:6]=1)[CH3:2].[C:13]1(OB(O)O)[CH:18]=[CH:17][CH:16]=[CH:15][CH:14]=1.C(=O)([O-])[O-].[Na+].[Na+].O. Product: [CH2:1]([O:3][C:4](=[O:12])[C:5]1[CH:10]=[CH:9][C:8]([C:13]2[CH:18]=[CH:17][CH:16]=[CH:15][CH:14]=2)=[N:7][CH:6]=1)[CH3:2]. The catalyst class is: 77. (2) Reactant: [CH3:1][O:2][C:3]1[CH:12]=[CH:11][C:10]([N+:13]([O-])=O)=[CH:9][C:4]=1[C:5]([O:7][CH3:8])=[O:6].[ClH:16]. Product: [ClH:16].[NH2:13][C:10]1[CH:11]=[CH:12][C:3]([O:2][CH3:1])=[C:4]([CH:9]=1)[C:5]([O:7][CH3:8])=[O:6]. The catalyst class is: 29. (3) Reactant: C(N(CC)CC)C.[NH2:8][CH:9]([CH3:11])[CH3:10].[Br:12][C:13]1[C:14](Cl)=[N:15][C:16]([Cl:19])=[N:17][CH:18]=1. Product: [Br:12][C:13]1[C:14]([NH:8][CH:9]([CH3:11])[CH3:10])=[N:15][C:16]([Cl:19])=[N:17][CH:18]=1. The catalyst class is: 10. (4) The catalyst class is: 302. Product: [CH3:19][CH:17]([O:16][C:14]1[CH:15]=[C:2]([O:1][C:28]2[CH:29]=[CH:30][C:25]([C:23]([O:22][CH2:20][CH3:21])=[O:24])=[CH:26][CH:27]=2)[CH:3]=[C:4]([C:5]([NH:7][C:8]2[S:9][CH:10]=[CH:11][N:12]=2)=[O:6])[CH:13]=1)[CH3:18]. Reactant: [OH:1][C:2]1[CH:3]=[C:4]([CH:13]=[C:14]([O:16][CH:17]([CH3:19])[CH3:18])[CH:15]=1)[C:5]([NH:7][C:8]1[S:9][CH:10]=[CH:11][N:12]=1)=[O:6].[CH2:20]([O:22][C:23]([C:25]1[CH:30]=[CH:29][C:28](B(O)O)=[CH:27][CH:26]=1)=[O:24])[CH3:21].C(N(CC)CC)C. (5) Reactant: [NH:1]1[C:10]2[CH:9]=[CH:8][CH:7]=[C:6]([OH:11])[C:5]=2[CH2:4][CH2:3][CH2:2]1.[C:12]1(B(O)O)[CH:17]=[CH:16][CH:15]=[CH:14][CH:13]=1.C(N(CC)CC)C. Product: [O:11]([C:6]1[CH:7]=[CH:8][CH:9]=[C:10]2[C:5]=1[CH2:4][CH2:3][CH2:2][NH:1]2)[C:12]1[CH:17]=[CH:16][CH:15]=[CH:14][CH:13]=1. The catalyst class is: 221. (6) Reactant: [F:1][C:2]1[CH:3]=[C:4]([C:8]2[C:16]3[C:11](=[CH:12][CH:13]=[C:14]([N+:17]([O-])=O)[CH:15]=3)[N:10]([C:20]([O:22][C:23]([CH3:26])([CH3:25])[CH3:24])=[O:21])[N:9]=2)[CH:5]=[CH:6][CH:7]=1.[H][H]. Product: [C:23]([O:22][C:20]([N:10]1[C:11]2[C:16](=[CH:15][C:14]([NH2:17])=[CH:13][CH:12]=2)[C:8]([C:4]2[CH:5]=[CH:6][CH:7]=[C:2]([F:1])[CH:3]=2)=[N:9]1)=[O:21])([CH3:26])([CH3:24])[CH3:25]. The catalyst class is: 312. (7) Reactant: [OH:1][CH2:2][C:3]1[CH:8]=[C:7]([CH3:9])[CH:6]=[C:5]([N:10]=[N:11][C:12]2[CH:17]=[CH:16][C:15]([O:18][CH3:19])=[CH:14][CH:13]=2)[C:4]=1[OH:20].CCCCC(C([O-])=O)CC.CCCCC(C([O-])=O)CC.[Sn+2].[C:42]([O:47][CH2:48][CH2:49][N:50]=[C:51]=[O:52])(=[O:46])[C:43]([CH3:45])=[CH2:44].COC1C=CC(O)=CC=1. Product: [C:42]([O:47][CH2:48][CH2:49][NH:50][C:51]([O:1][CH2:2][C:3]1[CH:8]=[C:7]([CH3:9])[CH:6]=[C:5]([N:10]=[N:11][C:12]2[CH:17]=[CH:16][C:15]([O:18][CH3:19])=[CH:14][CH:13]=2)[C:4]=1[OH:20])=[O:52])(=[O:46])[C:43]([CH3:45])=[CH2:44]. The catalyst class is: 165.